From a dataset of Full USPTO retrosynthesis dataset with 1.9M reactions from patents (1976-2016). Predict the reactants needed to synthesize the given product. (1) The reactants are: [C:1]([OH:10])(=[O:9])[C:2]1[C:3](=[CH:5][CH:6]=[CH:7][CH:8]=1)[NH2:4].[C:11](Cl)(=[O:14])[CH2:12][CH3:13].O.O.CN(C=O)C. Given the product [C:11]([NH:4][C:3]1[CH:5]=[CH:6][CH:7]=[CH:8][C:2]=1[C:1]([OH:10])=[O:9])(=[O:14])[CH2:12][CH3:13], predict the reactants needed to synthesize it. (2) Given the product [CH:5]([NH2:7])=[O:6].[C:1]([O:4][C:14](=[O:15])[CH3:13])(=[O:3])[CH3:2].[C:1]([O:4][C:11](=[O:12])[CH2:13][CH3:14])(=[O:3])[CH2:2][CH3:5], predict the reactants needed to synthesize it. The reactants are: [C:1]([OH:4])(=[O:3])[CH3:2].[CH:5]([NH2:7])=[O:6].CN([CH:11]=[O:12])C.[CH3:13][C:14](N(C)C)=[O:15]. (3) Given the product [O:7]([C:8]1[CH:13]=[CH:12][CH:11]=[C:10]([N:14]2[C:22]3[C:17](=[CH:18][C:19]([N+:23]([O-:25])=[O:24])=[CH:20][CH:21]=3)[CH2:16][CH2:15]2)[CH:9]=1)[C@H:6]1[O:26][C@H:27]([CH2:38][OH:39])[C@@H:28]([OH:34])[C@H:29]([OH:30])[C@@H:5]1[OH:4], predict the reactants needed to synthesize it. The reactants are: C([O:4][C@H:5]1[C@@H:29]([O:30]C(=O)C)[C@H:28]([O:34]C(=O)C)[C@@H:27]([CH2:38][O:39]C(=O)C)[O:26][C@@H:6]1[O:7][C:8]1[CH:13]=[CH:12][CH:11]=[C:10]([N:14]2[C:22]3[C:17](=[CH:18][C:19]([N+:23]([O-:25])=[O:24])=[CH:20][CH:21]=3)[CH2:16][CH2:15]2)[CH:9]=1)(=O)C.C[O-].[Na+].C(Cl)Cl.CO.C(O)(=O)C. (4) Given the product [Cl:1][C:2]1[CH:3]=[CH:4][C:5]2[C:6]3[C:11]([CH:12]([CH3:26])[N:13]([C:16]([C:17]4[CH:18]=[C:19]([OH:23])[CH:20]=[CH:21][CH:22]=4)=[O:25])[C:14]=2[CH:15]=1)=[CH:10][CH:9]=[CH:8][CH:7]=3, predict the reactants needed to synthesize it. The reactants are: [Cl:1][C:2]1[CH:3]=[CH:4][C:5]2[C:6]3[C:11]([CH:12]([CH3:26])[N:13]([C:16](=[O:25])[C:17]4[CH:22]=[CH:21][CH:20]=[C:19]([O:23]C)[CH:18]=4)[C:14]=2[CH:15]=1)=[CH:10][CH:9]=[CH:8][CH:7]=3.ClC1C=CC(C2C=CC=CC=2C(NC(=O)C2C=CC=C(OC)C=2)C)=C(F)C=1.